From a dataset of Reaction yield outcomes from USPTO patents with 853,638 reactions. Predict the reaction yield, written as a fraction of the theoretical maximum amount of product (1.0 means a 100% yield; for example, 0.34 means a 34% yield). (1) The reactants are [CH2:1]([N:4]1[C:12]2[C:7](=[CH:8][C:9]([N+:13]([O-])=O)=[CH:10][CH:11]=2)[C:6](=[O:16])[NH:5]1)[CH:2]=[CH2:3].[H][H].[C:19]1([C:25]2[O:26][C:27]([C:33]([F:36])([F:35])[F:34])=[C:28]([C:30](O)=[O:31])[N:29]=2)[CH:24]=[CH:23][CH:22]=[CH:21][CH:20]=1.C(N(CC)CC)C.ClC(OCC(C)C)=O. The catalyst is C(O)C.C(O)(=O)C.C1COCC1.[Pd].C(OCC)(=O)C.O. The product is [O:16]=[C:6]1[C:7]2[C:12](=[CH:11][CH:10]=[C:9]([NH:13][C:30]([C:28]3[N:29]=[C:25]([C:19]4[CH:24]=[CH:23][CH:22]=[CH:21][CH:20]=4)[O:26][C:27]=3[C:33]([F:35])([F:36])[F:34])=[O:31])[CH:8]=2)[N:4]([CH2:1][CH2:2][CH3:3])[NH:5]1. The yield is 0.440. (2) The product is [CH3:23][C:24]1[CH:29]=[C:28]([C:2]2[CH:3]=[CH:4][C:5]3[N:11]4[CH2:12][C@@H:8]([CH2:9][CH2:10]4)[N:7]([C:13]([NH:15][C:16]4[CH:21]=[N:20][CH:19]=[CH:18][N:17]=4)=[O:14])[C:6]=3[N:22]=2)[CH:27]=[CH:26][N:25]=1. The yield is 0.492. The reactants are Cl[C:2]1[CH:3]=[CH:4][C:5]2[N:11]3[CH2:12][C@@H:8]([CH2:9][CH2:10]3)[N:7]([C:13]([NH:15][C:16]3[CH:21]=[N:20][CH:19]=[CH:18][N:17]=3)=[O:14])[C:6]=2[N:22]=1.[CH3:23][C:24]1[CH:29]=[C:28](B(O)O)[CH:27]=[CH:26][N:25]=1.[O-]P([O-])([O-])=O.[K+].[K+].[K+].CC(C1C=C(C(C)C)C(C2C=CC=CC=2P(C2CCCCC2)C2CCCCC2)=C(C(C)C)C=1)C. The catalyst is O1CCOCC1.O.ClCCl.C1C=CC(/C=C/C(/C=C/C2C=CC=CC=2)=O)=CC=1.C1C=CC(/C=C/C(/C=C/C2C=CC=CC=2)=O)=CC=1.C1C=CC(/C=C/C(/C=C/C2C=CC=CC=2)=O)=CC=1.[Pd].[Pd].CO. (3) The reactants are [H-].[Na+].[F:3][C:4]1[C:5]([CH2:16][N:17]([CH3:25])[C:18](=[O:24])[O:19][C:20]([CH3:23])([CH3:22])[CH3:21])=[CH:6][NH:7][C:8]=1[C:9]1[C:10]([F:15])=[N:11][CH:12]=[CH:13][CH:14]=1.C1OCCOCCOCCOCCOC1.[CH3:41][C:42]1[C:47]([S:48](Cl)(=[O:50])=[O:49])=[CH:46][CH:45]=[CH:44][N:43]=1. The catalyst is O1CCCC1.O. The product is [F:3][C:4]1[C:5]([CH2:16][N:17]([CH3:25])[C:18](=[O:24])[O:19][C:20]([CH3:21])([CH3:22])[CH3:23])=[CH:6][N:7]([S:48]([C:47]2[C:42]([CH3:41])=[N:43][CH:44]=[CH:45][CH:46]=2)(=[O:50])=[O:49])[C:8]=1[C:9]1[C:10]([F:15])=[N:11][CH:12]=[CH:13][CH:14]=1. The yield is 0.860.